Dataset: Catalyst prediction with 721,799 reactions and 888 catalyst types from USPTO. Task: Predict which catalyst facilitates the given reaction. Reactant: [F:1][C:2]([F:12])([F:11])[C:3]1[CH:10]=[CH:9][CH:8]=[CH:7][C:4]=1[CH:5]=O.[OH-:13].[Na+].[NH2:15]O.Cl. Product: [F:1][C:2]([F:12])([F:11])[C:3]1[CH:10]=[CH:9][CH:8]=[CH:7][C:4]=1[CH:5]=[N:15][OH:13]. The catalyst class is: 40.